This data is from Reaction yield outcomes from USPTO patents with 853,638 reactions. The task is: Predict the reaction yield, written as a fraction of the theoretical maximum amount of product (1.0 means a 100% yield; for example, 0.34 means a 34% yield). (1) The reactants are [CH2:1]([O:3][C:4]1[CH:9]=[CH:8][CH:7]=[CH:6][C:5]=1B(O)O)[CH3:2].[F-].[K+].[N+:15]([C:18]1[CH:23]=[C:22]([N+:24]([O-:26])=[O:25])[CH:21]=[CH:20][C:19]=1Br)([O-:17])=[O:16].C(P(C(C)(C)C)C(C)(C)C)(C)(C)C. The catalyst is C1COCC1.C1C=CC(/C=C/C(/C=C/C2C=CC=CC=2)=O)=CC=1.C1C=CC(/C=C/C(/C=C/C2C=CC=CC=2)=O)=CC=1.C1C=CC(/C=C/C(/C=C/C2C=CC=CC=2)=O)=CC=1.[Pd].[Pd]. The product is [CH2:1]([O:3][C:4]1[CH:9]=[CH:8][CH:7]=[CH:6][C:5]=1[C:19]1[CH:20]=[CH:21][C:22]([N+:24]([O-:26])=[O:25])=[CH:23][C:18]=1[N+:15]([O-:17])=[O:16])[CH3:2]. The yield is 0.820. (2) The reactants are [CH3:1][O:2][CH2:3][CH:4]([NH:6][C:7]([C:9]1[CH:10]=[C:11]([C:16]2[CH:21]=[CH:20][C:19]([CH3:22])=[CH:18][CH:17]=2)[CH:12]=[C:13](N)[CH:14]=1)=[O:8])[CH3:5].N(OCCC(C)C)=O.[I:31]CI. No catalyst specified. The product is [CH3:1][O:2][CH2:3][CH:4]([NH:6][C:7]([C:9]1[CH:10]=[C:11]([C:16]2[CH:21]=[CH:20][C:19]([CH3:22])=[CH:18][CH:17]=2)[CH:12]=[C:13]([I:31])[CH:14]=1)=[O:8])[CH3:5]. The yield is 0.838. (3) The yield is 0.190. The catalyst is C(OCC)(=O)C. The product is [OH:15][CH2:14][CH2:13][NH:12][C:9]1[N:10]=[CH:11][C:6]([NH:5][C:17](=[O:18])[O:19][C:20]2[CH:25]=[CH:24][CH:23]=[CH:22][CH:21]=2)=[CH:7][CH:8]=1. The reactants are CC(C)=O.[NH2:5][C:6]1[CH:7]=[CH:8][C:9]([NH:12][CH2:13][CH2:14][OH:15])=[N:10][CH:11]=1.Cl[C:17]([O:19][C:20]1[CH:25]=[CH:24][CH:23]=[CH:22][CH:21]=1)=[O:18]. (4) The reactants are [CH2:1]([O:3][C:4]([CH2:6][CH:7]1[C:16]2[C:11](=[CH:12][C:13]([OH:17])=[CH:14][CH:15]=2)[CH2:10][CH2:9][N:8]1[C:18]([O:20][C:21]([CH3:24])([CH3:23])[CH3:22])=[O:19])=[O:5])[CH3:2].C(=O)([O-])[O-:26].[K+].[K+].[CH3:31][N:32]([CH3:36])[C:33](Cl)=[O:34].O. The catalyst is CN(C)C=O. The product is [CH3:31][N:32]([CH3:36])[C:33]([O:17][C:13]1([OH:26])[CH:14]=[CH:15][C:16]2[CH:7]([CH2:6][C:4]([O:3][CH2:1][CH3:2])=[O:5])[N:8]([C:18]([O:20][C:21]([CH3:23])([CH3:22])[CH3:24])=[O:19])[CH2:9][CH2:10][C:11]=2[CH2:12]1)=[O:34]. The yield is 0.950. (5) The reactants are [F:1][C:2]1[CH:27]=[C:26]([N+:28]([O-])=O)[CH:25]=[CH:24][C:3]=1[O:4][C:5]1[CH:10]=[CH:9][N:8]=[C:7]2[CH:11]=[C:12]([C:14]3[CH:19]=[CH:18][C:17]([S:20]([CH3:23])(=[O:22])=[O:21])=[CH:16][CH:15]=3)[S:13][C:6]=12.[BH4-].[Na+]. The catalyst is C1COCC1.CO.Cl[Ni]Cl. The product is [F:1][C:2]1[CH:27]=[C:26]([NH2:28])[CH:25]=[CH:24][C:3]=1[O:4][C:5]1[CH:10]=[CH:9][N:8]=[C:7]2[CH:11]=[C:12]([C:14]3[CH:15]=[CH:16][C:17]([S:20]([CH3:23])(=[O:21])=[O:22])=[CH:18][CH:19]=3)[S:13][C:6]=12. The yield is 0.510. (6) The reactants are [H-].[Na+].[OH:3][C:4]1[CH:5]=[CH:6][C:7]([C:10]#[N:11])=[N:8][CH:9]=1.[CH3:12][O:13][CH2:14]Cl.[Cl-].[NH4+]. The catalyst is C(OCC)(=O)C.O.CN(C)C=O. The product is [CH3:12][O:13][CH2:14][O:3][C:4]1[CH:5]=[CH:6][C:7]([C:10]#[N:11])=[N:8][CH:9]=1. The yield is 0.870.